Dataset: Full USPTO retrosynthesis dataset with 1.9M reactions from patents (1976-2016). Task: Predict the reactants needed to synthesize the given product. (1) Given the product [C:1]([O:5][C:6]([NH:8][C@H:9]([C:17]([OH:19])=[O:18])[CH2:10][CH:11]1[CH2:12][CH2:13][O:14][CH2:15][CH2:16]1)=[O:7])([CH3:4])([CH3:2])[CH3:3], predict the reactants needed to synthesize it. The reactants are: [C:1]([O:5][C:6]([NH:8][C@H:9]([C:17]([O:19]C)=[O:18])[CH2:10][CH:11]1[CH2:16][CH2:15][O:14][CH2:13][CH2:12]1)=[O:7])([CH3:4])([CH3:3])[CH3:2].C1COCC1.[OH-].[Li+]. (2) Given the product [F:29][C:3]([F:2])([F:28])[C:4]1[CH:5]=[C:6]([CH:21]=[C:22]([C:24]([F:27])([F:25])[F:26])[CH:23]=1)[CH2:7][O:8][C@H:9]1[CH2:14][CH2:13][N:12]([CH2:31][C:32]#[N:33])[CH2:11][C@H:10]1[C:15]1[CH:16]=[CH:17][CH:18]=[CH:19][CH:20]=1, predict the reactants needed to synthesize it. The reactants are: Cl.[F:2][C:3]([F:29])([F:28])[C:4]1[CH:5]=[C:6]([CH:21]=[C:22]([C:24]([F:27])([F:26])[F:25])[CH:23]=1)[CH2:7][O:8][C@H:9]1[CH2:14][CH2:13][NH:12][CH2:11][C@H:10]1[C:15]1[CH:20]=[CH:19][CH:18]=[CH:17][CH:16]=1.Br[CH2:31][C:32]#[N:33]. (3) Given the product [F:1][C:2]1[CH:3]=[C:4]([CH:14]([NH:16][C:17]([C:19]2[N:20]=[C:21]([O:35][C:33]3[CH:32]=[CH:31][CH:30]=[C:29]4[C:34]=3[N:25]=[CH:26][CH:27]=[CH:28]4)[O:22][CH:23]=2)=[O:18])[CH3:15])[CH:5]=[C:6]([F:13])[C:7]=1[NH:8][S:9]([CH3:12])(=[O:11])=[O:10], predict the reactants needed to synthesize it. The reactants are: [F:1][C:2]1[CH:3]=[C:4]([CH:14]([NH:16][C:17]([C:19]2[N:20]=[C:21](Cl)[O:22][CH:23]=2)=[O:18])[CH3:15])[CH:5]=[C:6]([F:13])[C:7]=1[NH:8][S:9]([CH3:12])(=[O:11])=[O:10].[N:25]1[C:34]2[C:29](=[CH:30][CH:31]=[CH:32][C:33]=2[OH:35])[CH:28]=[CH:27][CH:26]=1. (4) Given the product [CH3:1][N:2]1[CH:6]=[C:5]([C:7]2[CH:8]=[C:9]3[C:15]([C:16]([CH:28]4[CH2:29][C:27]4([C:25]4[CH:24]=[CH:23][N:22]=[C:21]([CH3:20])[CH:26]=4)[C:30]([NH:53][NH2:54])=[O:32])=[O:17])=[CH:14][NH:13][C:10]3=[N:11][CH:12]=2)[CH:4]=[N:3]1, predict the reactants needed to synthesize it. The reactants are: [CH3:1][N:2]1[CH:6]=[C:5]([C:7]2[CH:8]=[C:9]3[C:15]([C:16](NN)=[O:17])=[CH:14][NH:13][C:10]3=[N:11][CH:12]=2)[CH:4]=[N:3]1.[CH3:20][C:21]1[CH:26]=[C:25]([C:27]2([C:30]([OH:32])=O)[CH2:29][CH2:28]2)[CH:24]=[CH:23][N:22]=1.CN1CCOCC1.Cl.CN(C)CCCN=C=NCC.O[N:53]1C2C=CC=CC=2N=[N:54]1. (5) Given the product [Cl:11][C:12]1[CH:13]=[C:14]([NH:15][C:2]2[C:3]3[N:4]([CH:8]=[CH:9][N:10]=3)[CH:5]=[CH:6][CH:7]=2)[CH:16]=[CH:17][CH:18]=1, predict the reactants needed to synthesize it. The reactants are: Br[C:2]1[C:3]2[N:4]([CH:8]=[CH:9][N:10]=2)[CH:5]=[CH:6][CH:7]=1.[Cl:11][C:12]1[CH:13]=[C:14]([CH:16]=[CH:17][CH:18]=1)[NH2:15].CC(C)([O-])C.[Na+].